This data is from Full USPTO retrosynthesis dataset with 1.9M reactions from patents (1976-2016). The task is: Predict the reactants needed to synthesize the given product. (1) Given the product [CH3:2][O:1][C:3]1[CH:4]=[C:5]2[C:9](=[CH:10][CH:11]=1)[NH:8][C:7](=[O:12])/[C:6]/2=[CH:30]/[C:26]1[CH:25]=[C:24]2[C:29]([C:21]([C:20]#[C:19][C:15]3[CH:14]=[N:13][CH:18]=[CH:17][CH:16]=3)=[N:22][NH:23]2)=[CH:28][CH:27]=1, predict the reactants needed to synthesize it. The reactants are: [O:1]([C:3]1[CH:4]=[C:5]2[C:9](=[CH:10][CH:11]=1)[NH:8][C:7](=[O:12])[CH2:6]2)[CH3:2].[N:13]1[CH:18]=[CH:17][CH:16]=[C:15]([C:19]#[C:20][C:21]2[C:29]3[C:24](=[CH:25][C:26]([CH:30]=O)=[CH:27][CH:28]=3)[NH:23][N:22]=2)[CH:14]=1. (2) The reactants are: [Mg].Br[CH2:3][CH2:4]Br.[CH3:6][C:7]1[CH:12]=[CH:11][C:10](C)=[CH:9][C:8]=1[C:14]1[CH:19]=[CH:18][CH:17]=[C:16](C)[CH:15]=1.[C:21]([P:25]([C:27]([CH3:30])([CH3:29])[CH3:28])Cl)([CH3:24])([CH3:23])[CH3:22].[CH2:31]1[CH2:35]OC[CH2:32]1. Given the product [C:21]([P:25]([C:27]([CH3:30])([CH3:29])[CH3:28])[C:19]1[CH:18]=[CH:17][CH:16]=[CH:15][C:14]=1[C:8]1[C:7]([C:6]2[CH:4]=[CH:3][CH:35]=[CH:31][CH:32]=2)=[CH:12][CH:11]=[CH:10][CH:9]=1)([CH3:24])([CH3:23])[CH3:22], predict the reactants needed to synthesize it. (3) Given the product [C:1]1([C:17]2[CH:18]=[CH:19][CH:20]=[CH:21][CH:22]=2)[CH:2]=[CH:3][C:4]([NH:7][C:8](=[O:16])[CH2:9][CH:10]2[CH2:15][CH2:14][N:13]([C:26]([CH:23]3[CH2:25][CH2:24]3)=[O:27])[CH2:12][CH2:11]2)=[CH:5][CH:6]=1, predict the reactants needed to synthesize it. The reactants are: [C:1]1([C:17]2[CH:22]=[CH:21][CH:20]=[CH:19][CH:18]=2)[CH:6]=[CH:5][C:4]([NH:7][C:8](=[O:16])[CH2:9][CH:10]2[CH2:15][CH2:14][NH:13][CH2:12][CH2:11]2)=[CH:3][CH:2]=1.[CH:23]1([C:26](Cl)=[O:27])[CH2:25][CH2:24]1. (4) The reactants are: [C:1]1([C:7]2[N:12]=[C:11]([OH:13])[CH:10]=[C:9]([C:14]3[CH:19]=[CH:18][CH:17]=[CH:16][CH:15]=3)[N:8]=2)[CH:6]=[CH:5][CH:4]=[CH:3][CH:2]=1.Br[CH2:21][C:22]1[CH:31]=[CH:30][C:25]([C:26]([O:28]C)=[O:27])=[CH:24][CH:23]=1. Given the product [C:1]1([C:7]2[N:12]=[C:11]([O:13][CH2:21][C:22]3[CH:31]=[CH:30][C:25]([C:26]([OH:28])=[O:27])=[CH:24][CH:23]=3)[CH:10]=[C:9]([C:14]3[CH:15]=[CH:16][CH:17]=[CH:18][CH:19]=3)[N:8]=2)[CH:6]=[CH:5][CH:4]=[CH:3][CH:2]=1, predict the reactants needed to synthesize it. (5) Given the product [Br:1][C:2]1[CH:3]=[CH:4][C:5]2[O:11][C:12]([CH3:19])([CH3:18])[C:13](=[O:14])[NH:8][C:6]=2[N:7]=1, predict the reactants needed to synthesize it. The reactants are: [Br:1][C:2]1[N:7]=[C:6]([N+:8]([O-])=O)[C:5]([O:11][C:12]([CH3:19])([CH3:18])[C:13](OCC)=[O:14])=[CH:4][CH:3]=1. (6) Given the product [CH2:16]=[C:17]([C:2]1[N:6]2[CH:7]=[CH:8][CH:9]=[CH:10][C:5]2=[C:4]([C:11]([O:13][CH2:14][CH3:15])=[O:12])[N:3]=1)[CH3:21], predict the reactants needed to synthesize it. The reactants are: Br[C:2]1[N:6]2[CH:7]=[CH:8][CH:9]=[CH:10][C:5]2=[C:4]([C:11]([O:13][CH2:14][CH3:15])=[O:12])[N:3]=1.[CH3:16][C:17]1(C)[C:21](C)(C)OB(C(C)=C)O1.[O-]P([O-])([O-])=O.[K+].[K+].[K+].